The task is: Predict the reactants needed to synthesize the given product.. This data is from Full USPTO retrosynthesis dataset with 1.9M reactions from patents (1976-2016). Given the product [Br:6][C:18]1[CH:17]=[CH:16][C:11]([C:12]([O:14][CH3:15])=[O:13])=[C:10]([CH3:19])[C:9]=1[OH:8], predict the reactants needed to synthesize it. The reactants are: C(N)(C)(C)C.[Br:6]Br.[OH:8][C:9]1[C:10]([CH3:19])=[C:11]([CH:16]=[CH:17][CH:18]=1)[C:12]([O:14][CH3:15])=[O:13].